From a dataset of Blood-brain barrier permeability classification from the B3DB database. Regression/Classification. Given a drug SMILES string, predict its absorption, distribution, metabolism, or excretion properties. Task type varies by dataset: regression for continuous measurements (e.g., permeability, clearance, half-life) or binary classification for categorical outcomes (e.g., BBB penetration, CYP inhibition). Dataset: b3db_classification. The compound is CCC(C)C(C(=O)OC1CC[N+](C)(C)CC1)c1ccccc1. The result is 0 (does not penetrate BBB).